This data is from Forward reaction prediction with 1.9M reactions from USPTO patents (1976-2016). The task is: Predict the product of the given reaction. (1) Given the reactants F[C:2](F)(F)[C:3]([OH:5])=[O:4].C([O:15][C:16]1[CH:17]=[C:18]([CH:27]([OH:50])[CH2:28][NH:29][C:30]([CH3:49])([CH3:48])[CH2:31][CH2:32][N:33]2[C:37]([CH3:38])=[N:36][C:35]([C:39]3C=[C:41]([CH:45]=[CH:46][CH:47]=3)C(O)=O)=[N:34]2)[C:19]2[O:24][CH2:23][C:22](=[O:25])[NH:21][C:20]=2[CH:26]=1)C1C=CC=CC=1.[H][H], predict the reaction product. The product is: [OH:50][CH:27]([C:18]1[C:19]2[O:24][CH2:23][C:22](=[O:25])[NH:21][C:20]=2[CH:26]=[C:16]([OH:15])[CH:17]=1)[CH2:28][NH:29][C:30]([CH3:49])([CH3:48])[CH2:31][CH2:32][N:33]1[C:37]([CH3:38])=[N:36][C:35]([C:39]2[CH:47]=[CH:46][CH:45]=[CH:41][C:2]=2[C:3]([OH:5])=[O:4])=[N:34]1. (2) Given the reactants [O:1]1[CH2:6][CH2:5][CH:4]([CH2:7][OH:8])[CH2:3][CH2:2]1.[S:9](Cl)([C:12]1[CH:18]=[CH:17][C:15]([CH3:16])=[CH:14][CH:13]=1)(=[O:11])=[O:10], predict the reaction product. The product is: [CH3:16][C:15]1[CH:17]=[CH:18][C:12]([S:9]([O:8][CH2:7][CH:4]2[CH2:5][CH2:6][O:1][CH2:2][CH2:3]2)(=[O:11])=[O:10])=[CH:13][CH:14]=1. (3) Given the reactants Cl[C:2]1[C:11]2[C:6](=[CH:7][C:8]([O:14][CH3:15])=[C:9]([O:12][CH3:13])[CH:10]=2)[N:5]=[CH:4][CH:3]=1.[OH:16][C:17]1[C:26]([C:27]([O:29][CH3:30])=[O:28])=[CH:25][C:24]2[C:19](=[CH:20][CH:21]=[CH:22][CH:23]=2)[CH:18]=1.O, predict the reaction product. The product is: [CH3:13][O:12][C:9]1[CH:10]=[C:11]2[C:6](=[CH:7][C:8]=1[O:14][CH3:15])[N:5]=[CH:4][CH:3]=[C:2]2[O:16][C:17]1[C:26]([C:27]([O:29][CH3:30])=[O:28])=[CH:25][C:24]2[C:19]([CH:18]=1)=[CH:20][CH:21]=[CH:22][CH:23]=2. (4) Given the reactants B#B.[Br:3][C:4]1[CH:12]=[CH:11][C:7]([C:8](O)=[O:9])=[CH:6][C:5]=1[CH3:13].O.[OH-].[Na+], predict the reaction product. The product is: [Br:3][C:4]1[CH:12]=[CH:11][C:7]([CH2:8][OH:9])=[CH:6][C:5]=1[CH3:13]. (5) Given the reactants [S:1]1[C:8]2[CH:7]=[CH:6][NH:5][C:4]=2[CH:3]=[C:2]1[C:9]([O:11]CC)=[O:10].[C:14]1(=O)[CH2:19][CH2:18][CH2:17][CH2:16][CH2:15]1.[O-]CC.[Na+].Cl, predict the reaction product. The product is: [C:14]1([C:7]2[C:8]3[S:1][C:2]([C:9]([OH:11])=[O:10])=[CH:3][C:4]=3[NH:5][CH:6]=2)[CH2:19][CH2:18][CH2:17][CH2:16][CH:15]=1. (6) Given the reactants C(OCC)(=O)C.[CH3:7][C@@H:8]([NH:18][CH2:19][C@H:20]([OH:31])[C:21]1[CH:26]=[CH:25][C:24]([OH:27])=[C:23]([NH:28][CH:29]=[O:30])[CH:22]=1)[CH2:9][C:10]1[CH:15]=[CH:14][C:13]([O:16][CH3:17])=[CH:12][CH:11]=1.[C:32]([OH:41])(=[O:40])[C@@H:33]([C@H:35]([C:37]([OH:39])=[O:38])[OH:36])[OH:34], predict the reaction product. The product is: [CH3:7][C@@H:8]([NH:18][CH2:19][C@H:20]([OH:31])[C:21]1[CH:26]=[CH:25][C:24]([OH:27])=[C:23]([NH:28][CH:29]=[O:30])[CH:22]=1)[CH2:9][C:10]1[CH:15]=[CH:14][C:13]([O:16][CH3:17])=[CH:12][CH:11]=1.[CH:33]([OH:34])([C:32]([OH:41])=[O:40])[CH:35]([OH:36])[C:37]([OH:39])=[O:38]. (7) Given the reactants C(=O)([O-])[O-].[Na+].[Na+].[Cl-].[Li+].Br[C:10]1[C:18]2[C:13](=[CH:14][CH:15]=[CH:16][CH:17]=2)[NH:12][C:11]=1[C:19]([O:21][CH2:22][CH3:23])=[O:20].[N+:24]([C:27]1[CH:32]=[CH:31][C:30](B(O)O)=[CH:29][CH:28]=1)([O-:26])=[O:25], predict the reaction product. The product is: [N+:24]([C:27]1[CH:32]=[CH:31][C:30]([C:10]2[C:18]3[C:13](=[CH:14][CH:15]=[CH:16][CH:17]=3)[NH:12][C:11]=2[C:19]([O:21][CH2:22][CH3:23])=[O:20])=[CH:29][CH:28]=1)([O-:26])=[O:25].